Predict the product of the given reaction. From a dataset of Forward reaction prediction with 1.9M reactions from USPTO patents (1976-2016). (1) Given the reactants [Cl:1][C:2]1[CH:7]=[CH:6][C:5]([S:8][C@@H:9]2[C:18]3[C:13](=[C:14]([F:20])[CH:15]=[CH:16][C:17]=3[F:19])[O:12][CH2:11][C@H:10]2[CH2:21][OH:22])=[CH:4][CH:3]=1.Br[CH2:24][CH2:25][O:26][CH2:27][C:28]1[CH:33]=[CH:32][CH:31]=[CH:30][CH:29]=1.[H-].[Na+].O, predict the reaction product. The product is: [CH2:27]([O:26][CH2:25][CH2:24][O:22][CH2:21][CH:10]1[CH:9]([S:8][C:5]2[CH:4]=[CH:3][C:2]([Cl:1])=[CH:7][CH:6]=2)[C:18]2[C:13](=[C:14]([F:20])[CH:15]=[CH:16][C:17]=2[F:19])[O:12][CH2:11]1)[C:28]1[CH:33]=[CH:32][CH:31]=[CH:30][CH:29]=1. (2) Given the reactants [CH2:1](Cl)CCl.[N:5]1[C:14]2[NH:13][CH2:12][CH2:11][CH2:10][C:9]=2[CH:8]=[C:7](/[CH:15]=[CH:16]/[C:17]([OH:19])=O)[CH:6]=1.C[N:21]1[C:29]2[C:24](=[CH:25][CH:26]=[CH:27][CH:28]=2)[CH:23]=[C:22]1[CH2:30][NH:31][CH3:32].C1C=CC2N(O)N=NC=2C=1.O.CCN(CC)CC, predict the reaction product. The product is: [CH3:32][N:31]([CH:30]([CH3:1])[C:22]1[NH:21][C:29]2[C:24]([CH:23]=1)=[CH:25][CH:26]=[CH:27][CH:28]=2)[C:17](=[O:19])/[CH:16]=[CH:15]/[C:7]1[CH:6]=[N:5][C:14]2[NH:13][CH2:12][CH2:11][CH2:10][C:9]=2[CH:8]=1. (3) The product is: [C:22]1([C:25]2[CH:26]=[CH:27][CH:28]=[CH:29][CH:30]=2)[CH:21]=[CH:20][C:19]([C:17]([N:16]([CH3:31])[CH:11]([C:12]([NH:14][CH3:15])=[O:13])[C:10]([NH:1][OH:2])=[O:9])=[O:18])=[CH:24][CH:23]=1. Given the reactants [NH2:1][OH:2].C1COCC1.C[O:9][C:10](=O)[CH:11]([N:16]([CH3:31])[C:17]([C:19]1[CH:24]=[CH:23][C:22]([C:25]2[CH:30]=[CH:29][CH:28]=[CH:27][CH:26]=2)=[CH:21][CH:20]=1)=[O:18])[C:12]([NH:14][CH3:15])=[O:13], predict the reaction product. (4) The product is: [OH2:10].[C:1](#[N:4])[CH3:2].[C:23]([O-:26])(=[O:25])[CH3:24].[NH4+:12]. Given the reactants [CH:1]([N:4](CC)C(C)C)(C)[CH3:2].[O:10]=C1COC2C=CC(C=O)=NC=2[NH:12]1.[C:23]([O:26][BH-]([O:26][C:23](=[O:25])[CH3:24])[O:26][C:23](=[O:25])[CH3:24])(=[O:25])[CH3:24].[Na+], predict the reaction product. (5) Given the reactants [CH3:1][O:2][C:3]1[C:4]([O:23][CH3:24])=[CH:5][C:6]2[NH:12][C:11](=O)[CH2:10][N:9]=[C:8]([C:14]3[CH:15]=[C:16]([CH:19]=[CH:20][CH:21]=3)[C:17]#[N:18])[C:7]=2[CH:22]=1.P12(SP3(SP(SP(S3)(S1)=S)(=S)S2)=S)=[S:26].[Na+].[Cl-], predict the reaction product. The product is: [C:17]([C:16]1[CH:15]=[C:14]([C:8]2[C:7]3[CH:22]=[C:3]([O:2][CH3:1])[C:4]([O:23][CH3:24])=[CH:5][C:6]=3[NH:12][C:11](=[S:26])[CH2:10][N:9]=2)[CH:21]=[CH:20][CH:19]=1)#[N:18]. (6) Given the reactants [CH2:1]([N:8](C)[CH2:9][CH2:10][NH:11][C:12](=[O:18])[O:13][C:14]([CH3:17])([CH3:16])[CH3:15])C1C=CC=CC=1, predict the reaction product. The product is: [CH3:1][NH:8][CH2:9][CH2:10][NH:11][C:12](=[O:18])[O:13][C:14]([CH3:16])([CH3:15])[CH3:17]. (7) Given the reactants [F:1][C:2]1[C:7]([F:8])=[CH:6][CH:5]=[CH:4][C:3]=1[N:9]1[C:13]([C:14]2[C:15]([NH2:29])=[N:16][CH:17]=[C:18](B3OC(C)(C)C(C)(C)O3)[CH:19]=2)=[N:12][N:11]=[N:10]1.Br[C:31]1[S:40][C:39]2[CH2:38][CH2:37][N:36]([C:41]([O:43][CH2:44][CH3:45])=[O:42])[CH2:35][CH2:34][C:33]=2[CH:32]=1.C([O-])(O)=O.[Na+], predict the reaction product. The product is: [NH2:29][C:15]1[N:16]=[CH:17][C:18]([C:31]2[S:40][C:39]3[CH2:38][CH2:37][N:36]([C:41]([O:43][CH2:44][CH3:45])=[O:42])[CH2:35][CH2:34][C:33]=3[CH:32]=2)=[CH:19][C:14]=1[C:13]1[N:9]([C:3]2[CH:4]=[CH:5][CH:6]=[C:7]([F:8])[C:2]=2[F:1])[N:10]=[N:11][N:12]=1. (8) Given the reactants [CH3:1][C:2]1[N:6]=[C:5]([C:7]2[C:15]3[CH2:14][CH2:13][O:12][CH2:11][C:10]=3[S:9][C:8]=2[NH:16][C:17]([C:19]2[CH2:24][CH2:23][CH2:22]C[C:20]=2[C:25]([OH:27])=[O:26])=[O:18])[O:4][N:3]=1.C12C(=O)OC(=O)C=1CCC2, predict the reaction product. The product is: [CH3:1][C:2]1[N:6]=[C:5]([C:7]2[C:15]3[CH2:14][CH2:13][O:12][CH2:11][C:10]=3[S:9][C:8]=2[NH:16][C:17]([C:19]2[CH2:24][CH2:23][CH2:22][C:20]=2[C:25]([OH:27])=[O:26])=[O:18])[O:4][N:3]=1.